This data is from Catalyst prediction with 721,799 reactions and 888 catalyst types from USPTO. The task is: Predict which catalyst facilitates the given reaction. (1) Reactant: [F:1][C:2]1[CH:7]=[CH:6][C:5]([C:8]2[C:18]([C:19]3[CH:24]=[CH:23][N:22]=[CH:21][CH:20]=3)=[C:11]3[CH:12]=[C:13]([O:16]C)[CH:14]=[CH:15][N:10]3[N:9]=2)=[CH:4][CH:3]=1.B(Br)(Br)Br. Product: [F:1][C:2]1[CH:3]=[CH:4][C:5]([C:8]2[C:18]([C:19]3[CH:24]=[CH:23][N:22]=[CH:21][CH:20]=3)=[C:11]3[CH:12]=[C:13]([OH:16])[CH:14]=[CH:15][N:10]3[N:9]=2)=[CH:6][CH:7]=1. The catalyst class is: 2. (2) Reactant: [C:1]([C:5]1[CH:10]=[CH:9][CH:8]=[CH:7][C:6]=1[OH:11])([CH3:4])([CH3:3])[CH3:2].CCN(CC)CC.[Mg+2].[Cl-].[Cl-].[CH2:22]=[O:23].Cl. Product: [C:1]([C:5]1[C:6]([OH:11])=[C:7]([CH:8]=[CH:9][CH:10]=1)[CH:22]=[O:23])([CH3:4])([CH3:2])[CH3:3]. The catalyst class is: 10. (3) Reactant: [C:1]([O:5][C:6]([N:8]1[C:16]2[C:11](=[C:12](Br)[CH:13]=[CH:14][CH:15]=2)[CH:10]=[CH:9]1)=[O:7])([CH3:4])([CH3:3])[CH3:2].[N:18]1[CH:23]=[CH:22][CH:21]=[CH:20][C:19]=1[C:24]1[C:25](B(O)O)=[C:26]2[CH2:31][CH2:30][CH2:29][N:27]2[N:28]=1. Product: [C:1]([O:5][C:6]([N:8]1[C:16]2[C:11](=[C:12]([C:25]3[C:24]([C:19]4[CH:20]=[CH:21][CH:22]=[CH:23][N:18]=4)=[N:28][N:27]4[CH2:29][CH2:30][CH2:31][C:26]=34)[CH:13]=[CH:14][CH:15]=2)[CH:10]=[CH:9]1)=[O:7])([CH3:4])([CH3:3])[CH3:2]. The catalyst class is: 2.